From a dataset of NCI-60 drug combinations with 297,098 pairs across 59 cell lines. Regression. Given two drug SMILES strings and cell line genomic features, predict the synergy score measuring deviation from expected non-interaction effect. Drug 1: COCCOC1=C(C=C2C(=C1)C(=NC=N2)NC3=CC=CC(=C3)C#C)OCCOC.Cl. Drug 2: CC1C(C(CC(O1)OC2CC(CC3=C2C(=C4C(=C3O)C(=O)C5=CC=CC=C5C4=O)O)(C(=O)C)O)N)O. Cell line: SK-OV-3. Synergy scores: CSS=54.1, Synergy_ZIP=0.675, Synergy_Bliss=0.682, Synergy_Loewe=3.41, Synergy_HSA=4.83.